This data is from Forward reaction prediction with 1.9M reactions from USPTO patents (1976-2016). The task is: Predict the product of the given reaction. (1) Given the reactants [Cl:1][C:2](Cl)([O:4]C(=O)OC(Cl)(Cl)Cl)Cl.N1C=CC=CC=1.[C:19]12([OH:29])CC3CC(C[CH:21](C3)[CH2:20]1)C2.[C:30]1([CH3:36])[CH:35]=[CH:34][CH:33]=[CH:32][CH:31]=1, predict the reaction product. The product is: [C:2]([Cl:1])(=[O:4])[O:29][CH2:19][CH2:20][CH2:21][CH2:31][CH2:32][CH2:33][CH2:34][CH2:35][CH2:30][CH3:36]. (2) Given the reactants [CH3:1][O:2][C:3]1[CH:11]=[C:10]2[C:6]([CH2:7][CH2:8][C:9]2=[O:12])=[CH:5][CH:4]=1.[BH4-].[Na+].O.Cl, predict the reaction product. The product is: [CH3:1][O:2][C:3]1[CH:11]=[C:10]2[C:6]([CH2:7][CH2:8][CH:9]2[OH:12])=[CH:5][CH:4]=1. (3) Given the reactants C1(O)CCCCC1.CN(C)[C:10]1[CH:11]=[C:12](CO)[CH:13]=[CH:14][CH:15]=1.[Br:19][C:20]1[C:21]([Cl:27])=[C:22]([OH:26])[CH:23]=[CH:24][CH:25]=1.CC1(C)C(C)(C)OB(C2C=NNC=2)O1, predict the reaction product. The product is: [Br:19][C:20]1[CH:25]=[CH:24][CH:23]=[C:22]([O:26][CH:10]2[CH2:11][CH2:12][CH2:13][CH2:14][CH2:15]2)[C:21]=1[Cl:27]. (4) Given the reactants [N:1]1[CH:6]=[CH:5][C:4]([CH2:7][NH:8][C:9]([C:11]2[S:19][C:18]3[N:13]([C:14](=[O:22])[NH:15][C:16](=[O:21])[C:17]=3[CH3:20])[CH:12]=2)=[O:10])=[CH:3][CH:2]=1.C(=O)([O-])[O-].[Cs+].[Cs+].[CH3:29][S:30]([C:33]1[CH:40]=[CH:39][C:36]([CH2:37][Cl:38])=[CH:35][CH:34]=1)(=[O:32])=[O:31], predict the reaction product. The product is: [ClH:38].[N:1]1[CH:6]=[CH:5][C:4]([CH2:7][NH:8][C:9]([C:11]2[S:19][C:18]3[N:13]([C:14](=[O:22])[N:15]([CH2:37][C:36]4[CH:35]=[CH:34][C:33]([S:30]([CH3:29])(=[O:32])=[O:31])=[CH:40][CH:39]=4)[C:16](=[O:21])[C:17]=3[CH3:20])[CH:12]=2)=[O:10])=[CH:3][CH:2]=1. (5) Given the reactants [OH:1][C:2]1[CH:7]=[CH:6][C:5]([O:8][CH2:9][C:10]([O:12][CH2:13][CH3:14])=[O:11])=[C:4]([CH3:15])[CH:3]=1.[CH2:16]([O:18][CH2:19][C@@H:20]([C:22]1[N:27]=[C:26]([C:28]2[CH:35]=[CH:34][C:31]([C:32]#[N:33])=[CH:30][CH:29]=2)[CH:25]=[CH:24][CH:23]=1)O)[CH3:17].C1(P(C2C=CC=CC=2)C2C=CC=CC=2)C=CC=CC=1.CC(OC(/N=N/C(OC(C)C)=O)=O)C, predict the reaction product. The product is: [C:32]([C:31]1[CH:34]=[CH:35][C:28]([C:26]2[N:27]=[C:22]([C@H:20]([O:1][C:2]3[CH:7]=[CH:6][C:5]([O:8][CH2:9][C:10]([O:12][CH2:13][CH3:14])=[O:11])=[C:4]([CH3:15])[CH:3]=3)[CH2:19][O:18][CH2:16][CH3:17])[CH:23]=[CH:24][CH:25]=2)=[CH:29][CH:30]=1)#[N:33]. (6) Given the reactants Br[C:2]1[C:3]2[C:8]([CH:9]=[C:10]3[C:15]=1[CH:14]=[CH:13][CH:12]=[CH:11]3)=[CH:7][CH:6]=[CH:5][CH:4]=2.[C:16]1(B(O)O)[CH:21]=[CH:20][CH:19]=[CH:18][CH:17]=1.C(=O)([O-])[O-].[Na+].[Na+], predict the reaction product. The product is: [C:16]1([C:2]2[C:3]3[C:8]([CH:9]=[C:10]4[C:15]=2[CH:14]=[CH:13][CH:12]=[CH:11]4)=[CH:7][CH:6]=[CH:5][CH:4]=3)[CH:21]=[CH:20][CH:19]=[CH:18][CH:17]=1. (7) Given the reactants [F:1][C:2]1[CH:3]=[CH:4][C:5]([OH:11])=[C:6]([C:8](=[O:10])[CH3:9])[CH:7]=1.[CH2:12](Br)[CH3:13].C(=O)([O-])[O-].[K+].[K+], predict the reaction product. The product is: [CH2:12]([O:11][C:5]1[CH:4]=[CH:3][C:2]([F:1])=[CH:7][C:6]=1[C:8](=[O:10])[CH3:9])[CH3:13]. (8) Given the reactants [Cl:1][C:2]1[CH:6]=[N:5][N:4]([CH3:7])[C:3]=1[C:8]1[CH:9]=[C:10]([NH2:16])[CH:11]=[CH:12][C:13]=1[O:14][CH3:15].[F:17][C:18]1[CH:23]=[C:22]([F:24])[CH:21]=[CH:20][C:19]=1[N:25]=[C:26]=[O:27], predict the reaction product. The product is: [Cl:1][C:2]1[CH:6]=[N:5][N:4]([CH3:7])[C:3]=1[C:8]1[CH:9]=[C:10]([NH:16][C:26]([NH:25][C:19]2[CH:20]=[CH:21][C:22]([F:24])=[CH:23][C:18]=2[F:17])=[O:27])[CH:11]=[CH:12][C:13]=1[O:14][CH3:15]. (9) Given the reactants [C:1](=[O:46])([O:38][CH2:39][C:40]1[CH:45]=[CH:44][CH:43]=[CH:42][CH:41]=1)[O:2][C@H:3]1[CH2:7][C@H:6]([N:8]2[CH:13]=[C:12]3[CH:14]=[C:15]([C:17]4[CH:22]=[CH:21][C:20]([CH2:23][CH2:24][CH2:25][CH2:26][CH3:27])=[CH:19][CH:18]=4)[O:16][C:11]3=[N:10][C:9]2=[O:28])[O:5][C@@H:4]1[CH2:29][O:30][Si](C(C)(C)C)(C)C.CCOC(C)=O.Cl, predict the reaction product. The product is: [C:1](=[O:46])([O:38][CH2:39][C:40]1[CH:41]=[CH:42][CH:43]=[CH:44][CH:45]=1)[O:2][C@H:3]1[CH2:7][C@H:6]([N:8]2[CH:13]=[C:12]3[CH:14]=[C:15]([C:17]4[CH:18]=[CH:19][C:20]([CH2:23][CH2:24][CH2:25][CH2:26][CH3:27])=[CH:21][CH:22]=4)[O:16][C:11]3=[N:10][C:9]2=[O:28])[O:5][C@@H:4]1[CH2:29][OH:30].